This data is from Forward reaction prediction with 1.9M reactions from USPTO patents (1976-2016). The task is: Predict the product of the given reaction. (1) Given the reactants [OH:1][C:2]([CH3:13])([C:8]#[C:9][CH:10]([CH3:12])[CH3:11])[C:3]([O:5]CC)=[O:4].O.[OH-].[Na+].Cl, predict the reaction product. The product is: [OH:1][C:2]([CH3:13])([C:8]#[C:9][CH:10]([CH3:11])[CH3:12])[C:3]([OH:5])=[O:4]. (2) Given the reactants [CH3:1][C:2]1[CH:7]=[CH:6][C:5](Cl)=[CH:4][CH:3]=1.P.C([O-])([O-])=O.[Cs+].[Cs+].[CH3:16][C:17]([CH3:19])=[O:18], predict the reaction product. The product is: [C:2]1([CH3:1])[CH:7]=[CH:6][C:5]([CH2:16][C:17](=[O:18])[CH3:19])=[CH:4][CH:3]=1. (3) Given the reactants [CH2:1]([C:3]1[CH:4]=[CH:5][C:6]([N+:10]([O-])=O)=[C:7]([CH:9]=1)[NH2:8])[CH3:2].[Sn](Cl)(Cl)(Cl)Cl.C(=O)([O-])O.[Na+], predict the reaction product. The product is: [CH2:1]([C:3]1[CH:4]=[CH:5][C:6]([NH2:10])=[C:7]([NH2:8])[CH:9]=1)[CH3:2]. (4) Given the reactants C1CCN2C(=NCCC2)CC1.[F:12][C:13]([F:32])([F:31])[S:14](N(C1C=CC=CC=1)[S:14]([C:13]([F:32])([F:31])[F:12])(=[O:16])=[O:15])(=[O:16])=[O:15].[CH3:33][S:34]([CH2:37][C:38]1[N:43]=[C:42]([S:44][CH3:45])[N:41]=[C:40]([OH:46])[CH:39]=1)(=[O:36])=[O:35], predict the reaction product. The product is: [F:12][C:13]([F:32])([F:31])[S:14]([O:46][C:40]1[CH:39]=[C:38]([CH2:37][S:34]([CH3:33])(=[O:36])=[O:35])[N:43]=[C:42]([S:44][CH3:45])[N:41]=1)(=[O:16])=[O:15]. (5) Given the reactants [CH:1]([N:4]([CH3:34])[C@@H:5]1[CH2:10][CH2:9][C@H:8]([N:11]2[CH2:15][CH2:14][C@H:13]([NH:16]C(=O)OCC3C=CC=CC=3)[C:12]2=[O:27])[C@H:7]([CH2:28][S:29]([CH2:32][CH3:33])(=[O:31])=[O:30])[CH2:6]1)([CH3:3])[CH3:2].Br.CC(O)=O, predict the reaction product. The product is: [NH2:16][C@H:13]1[CH2:14][CH2:15][N:11]([C@H:8]2[CH2:9][CH2:10][C@@H:5]([N:4]([CH:1]([CH3:3])[CH3:2])[CH3:34])[CH2:6][C@H:7]2[CH2:28][S:29]([CH2:32][CH3:33])(=[O:31])=[O:30])[C:12]1=[O:27]. (6) Given the reactants [CH3:1][S@:2](=[O:24])([C:18]1[CH:23]=[CH:22][CH:21]=[CH:20][CH:19]=1)=[N:3][C:4](=[O:17])[C:5]1[CH:10]=[C:9]([C:11]#[C:12][Si](C)(C)C)[CH:8]=[N:7][CH:6]=1.[OH:25][C:26]1[CH:31]=[CH:30][C:29](I)=[CH:28][N:27]=1.C(N(CC)CC)C.[F-].C([N+](CCCC)(CCCC)CCCC)CCC, predict the reaction product. The product is: [OH:25][C:26]1[N:27]=[CH:28][C:29]([C:12]#[C:11][C:9]2[CH:8]=[N:7][CH:6]=[C:5]([CH:10]=2)[C:4]([N:3]=[S@@:2]([CH3:1])(=[O:24])[C:18]2[CH:23]=[CH:22][CH:21]=[CH:20][CH:19]=2)=[O:17])=[CH:30][CH:31]=1. (7) Given the reactants Cl[C:2]1[CH:3]=[CH:4][C:5]([N+:9]([O-:11])=[O:10])=[C:6]([CH:8]=1)[NH2:7].[C:12]([O:16][C:17]([N:19]1[CH2:24][CH2:23][NH:22][CH2:21][CH2:20]1)=[O:18])([CH3:15])([CH3:14])[CH3:13].C(=O)([O-])[O-].[K+].[K+].O, predict the reaction product. The product is: [C:12]([O:16][C:17]([N:19]1[CH2:24][CH2:23][N:22]([C:2]2[CH:3]=[CH:4][C:5]([N+:9]([O-:11])=[O:10])=[C:6]([NH2:7])[CH:8]=2)[CH2:21][CH2:20]1)=[O:18])([CH3:15])([CH3:13])[CH3:14]. (8) Given the reactants [O:1]=[C:2]1[N:6]([C:7]([O:9][C:10]([CH3:13])([CH3:12])[CH3:11])=[O:8])[C@H:5]([C:14]([O:16][CH3:17])=[O:15])[CH2:4][CH2:3]1.[Li+].[CH3:19][Si]([N-][Si](C)(C)C)(C)C.CI.CC(O)=O, predict the reaction product. The product is: [CH3:19][C@H:3]1[C:2](=[O:1])[N:6]([C:7]([O:9][C:10]([CH3:13])([CH3:12])[CH3:11])=[O:8])[C@H:5]([C:14]([O:16][CH3:17])=[O:15])[CH2:4]1.